This data is from Forward reaction prediction with 1.9M reactions from USPTO patents (1976-2016). The task is: Predict the product of the given reaction. (1) Given the reactants Cl[C:2]1[C:7]([N+:8]([O-:10])=[O:9])=[CH:6][CH:5]=[CH:4][C:3]=1[CH3:11].[NH2:12][CH2:13][CH2:14][N:15]1[CH2:20][CH2:19][O:18][CH2:17][CH2:16]1.C(N(CC)CC)C, predict the reaction product. The product is: [CH3:11][C:3]1[CH:4]=[CH:5][CH:6]=[C:7]([N+:8]([O-:10])=[O:9])[C:2]=1[NH:12][CH2:13][CH2:14][N:15]1[CH2:20][CH2:19][O:18][CH2:17][CH2:16]1. (2) Given the reactants [NH2:1][C:2]1[CH:9]=[CH:8][CH:7]=[C:6]([O:10][CH:11]2[CH2:16][CH2:15][N:14]([C:17](=[O:21])[CH:18]([CH3:20])[CH3:19])[CH2:13][CH2:12]2)[C:3]=1[C:4]#[N:5].[C:22]([O:28][CH2:29][CH3:30])(=[O:27])[CH2:23][C:24]([CH3:26])=O, predict the reaction product. The product is: [NH2:5][C:4]1[C:3]2[C:2](=[CH:9][CH:8]=[CH:7][C:6]=2[O:10][CH:11]2[CH2:16][CH2:15][N:14]([C:17](=[O:21])[CH:18]([CH3:19])[CH3:20])[CH2:13][CH2:12]2)[N:1]=[C:24]([CH3:26])[C:23]=1[C:22]([O:28][CH2:29][CH3:30])=[O:27]. (3) Given the reactants [F:1][C:2]1[C:15]([F:16])=[C:14]([F:17])[C:13]([F:18])=[C:12]2[C:3]=1[C:4]([OH:22])=[C:5]1[C:10](=[C:11]2[OH:19])[C:9](=[O:20])[CH2:8][CH2:7][C:6]1=[O:21].[F:23][C:24]1[C:32]([F:33])=[C:31]([F:34])[C:30]([F:35])=[C:29]2[C:25]=1[C:26](=[O:37])[O:27][C:28]2=O.[Cl-].[Al+3].[Cl-].[Cl-].[Cl-].[Na+].Cl, predict the reaction product. The product is: [F:1][C:2]1[C:3]2[C:12](=[C:11]([OH:19])[C:10]3[C:9](=[O:20])[C:8]4[C:7]([C:6](=[O:21])[C:5]=3[C:4]=2[OH:22])=[C:28]([OH:27])[C:29]2[C:25](=[C:24]([F:23])[C:32]([F:33])=[C:31]([F:34])[C:30]=2[F:35])[C:26]=4[OH:37])[C:13]([F:18])=[C:14]([F:17])[C:15]=1[F:16]. (4) Given the reactants [CH3:1][CH:2]([CH2:4][C@H:5]([NH:9][C:10]([O:12][CH2:13][C:14]1[CH:19]=[CH:18][CH:17]=[CH:16][CH:15]=1)=[O:11])[C:6]([OH:8])=[O:7])[CH3:3].[NH2:20][C@H:21]([C:26]([OH:28])=[O:27])[CH2:22][CH:23]([CH3:25])[CH3:24].CN(OC)[C:31](=[O:37])[C@H:32]([CH2:34][CH2:35][CH3:36])[NH2:33].[H-].[Al+3].[Li+].[H-].[H-].[H-].S(=O)(=O)(O)[O-].[K+], predict the reaction product. The product is: [CH3:3][CH:2]([CH2:4][C@H:5]([NH:9][C:10]([O:12][CH2:13][C:14]1[CH:15]=[CH:16][CH:17]=[CH:18][CH:19]=1)=[O:11])[C:6]([OH:8])=[O:7])[CH3:1].[NH2:20][C@H:21]([C:26]([OH:28])=[O:27])[CH2:22][CH:23]([CH3:25])[CH3:24].[NH2:33][C@H:32]([CH:31]=[O:37])[CH2:34][CH2:35][CH3:36]. (5) Given the reactants [O:1]=[C:2]1[C:10]2[C:5](=[CH:6][CH:7]=[CH:8][CH:9]=2)[C:4](=[O:11])[N:3]1[CH2:12][C:13](=[O:20])[CH2:14][C:15]([O:17][CH2:18][CH3:19])=[O:16].S(Cl)([Cl:24])(=O)=O, predict the reaction product. The product is: [Cl:24][CH:14]([C:13](=[O:20])[CH2:12][N:3]1[C:4](=[O:11])[C:5]2[C:10](=[CH:9][CH:8]=[CH:7][CH:6]=2)[C:2]1=[O:1])[C:15]([O:17][CH2:18][CH3:19])=[O:16].